Dataset: Reaction yield outcomes from USPTO patents with 853,638 reactions. Task: Predict the reaction yield, written as a fraction of the theoretical maximum amount of product (1.0 means a 100% yield; for example, 0.34 means a 34% yield). (1) The yield is 0.610. The catalyst is CO. The reactants are [Cl:1][C:2]1[C:3]([NH:10][C:11]2[CH:16]=[CH:15][C:14]([Cl:17])=[CH:13][CH:12]=2)=[N:4][CH:5]=[C:6]([CH:9]=1)[C:7]#[N:8].C[O-].[Na+].[NH4+:21].[Cl-]. The product is [Cl:1][C:2]1[C:3]([NH:10][C:11]2[CH:16]=[CH:15][C:14]([Cl:17])=[CH:13][CH:12]=2)=[N:4][CH:5]=[C:6]([CH:9]=1)[C:7]([NH2:21])=[NH:8]. (2) The reactants are IC.[Br:3][C:4]1[CH:9]=[CH:8][C:7]([C:10]2[N:11]([CH2:16][C@@H:17]3[CH2:21][CH2:20][N:19]([C:22]([CH:24]4[CH2:26][CH2:25]4)=[O:23])[CH2:18]3)[C:12](=[O:15])[NH:13][N:14]=2)=[CH:6][CH:5]=1.[C:27]([O-])([O-])=O.[K+].[K+]. The catalyst is CC#N. The product is [Br:3][C:4]1[CH:5]=[CH:6][C:7]([C:10]2[N:11]([CH2:16][C@@H:17]3[CH2:21][CH2:20][N:19]([C:22]([CH:24]4[CH2:26][CH2:25]4)=[O:23])[CH2:18]3)[C:12](=[O:15])[N:13]([CH3:27])[N:14]=2)=[CH:8][CH:9]=1. The yield is 0.950. (3) The reactants are [CH:1]([NH:4][C:5]([C:7]1[C:15]2[C:10](=[N:11][CH:12]=[C:13]([O:16][C:17]3[CH:25]=[C:24]4[C:20]([CH:21]=[CH:22][N:23]4[CH3:26])=[CH:19][CH:18]=3)[N:14]=2)[N:9](COCC[Si](C)(C)C)[CH:8]=1)=[O:6])([CH3:3])[CH3:2].[F-].C([N+](CCCC)(CCCC)CCCC)CCC.C(N)CN. The catalyst is C1COCC1. The product is [CH:1]([NH:4][C:5]([C:7]1[C:15]2[C:10](=[N:11][CH:12]=[C:13]([O:16][C:17]3[CH:25]=[C:24]4[C:20]([CH:21]=[CH:22][N:23]4[CH3:26])=[CH:19][CH:18]=3)[N:14]=2)[NH:9][CH:8]=1)=[O:6])([CH3:3])[CH3:2]. The yield is 0.520. (4) The reactants are [Br:1][C:2]1[C:10](F)=[CH:9][C:5]([C:6]([OH:8])=[O:7])=[C:4]([N+:12]([O-:14])=[O:13])[CH:3]=1.[F:15][C:16]1[CH:21]=[C:20]([F:22])[CH:19]=[CH:18][C:17]=1[OH:23].C(=O)([O-])[O-].[Cs+].[Cs+].Cl. The catalyst is O.CS(C)=O. The product is [Br:1][C:2]1[C:10]([O:23][C:17]2[CH:18]=[CH:19][C:20]([F:22])=[CH:21][C:16]=2[F:15])=[CH:9][C:5]([C:6]([OH:8])=[O:7])=[C:4]([N+:12]([O-:14])=[O:13])[CH:3]=1. The yield is 0.950. (5) The reactants are [CH3:1][CH:2]([O:4][C:5]1[CH:6]=[C:7]([CH:13]([N:18]2[C:22](=[O:23])[C:21]3=[CH:24][CH:25]=[CH:26][CH:27]=[C:20]3[C:19]2=[O:28])[CH2:14][C:15](O)=[O:16])[CH:8]=[CH:9][C:10]=1[O:11][CH3:12])[CH3:3].C(N1C=CN=C1)(N1C=CN=C1)=O.Cl.[NH2:42][OH:43]. The catalyst is O1CCCC1. The product is [OH:43][NH:42][C:15](=[O:16])[CH2:14][CH:13]([C:7]1[CH:8]=[CH:9][C:10]([O:11][CH3:12])=[C:5]([O:4][CH:2]([CH3:3])[CH3:1])[CH:6]=1)[N:18]1[C:22](=[O:23])[C:21]2=[CH:24][CH:25]=[CH:26][CH:27]=[C:20]2[C:19]1=[O:28]. The yield is 0.680.